This data is from Aqueous solubility values for 9,982 compounds from the AqSolDB database. The task is: Regression/Classification. Given a drug SMILES string, predict its absorption, distribution, metabolism, or excretion properties. Task type varies by dataset: regression for continuous measurements (e.g., permeability, clearance, half-life) or binary classification for categorical outcomes (e.g., BBB penetration, CYP inhibition). For this dataset (solubility_aqsoldb), we predict Y. (1) The molecule is CCCCCCCCCCCC(=O)O. The Y is -4.62 log mol/L. (2) The Y is -1.03 log mol/L. The molecule is O=P(O)(O)c1ccccc1. (3) The molecule is O=C([O-])CN(CCN(CC(=O)[O-])CC(=O)[O-])CC(=O)[O-].[Fe+3].[K+]. The Y is -0.0920 log mol/L. (4) The molecule is CC(C)(c1ccc(O)cc1)c1ccc(O)cc1.CC1CO1.ClCC1CO1. The Y is -4.37 log mol/L. (5) The compound is C#CC(C)(C)NC(=O)c1cc(Cl)cc(Cl)c1. The Y is -4.23 log mol/L. (6) The compound is c1ccc2c(c1)Cc1ccccc1-2. The Y is -4.91 log mol/L. (7) The molecule is COP(=O)(OC)O/C(C)=C/C(=O)OC(C)c1ccccc1. The Y is -2.50 log mol/L. (8) The drug is COC(=O)c1ccc([N+](=O)[O-])cc1. The Y is -3.04 log mol/L.